Task: Predict which catalyst facilitates the given reaction.. Dataset: Catalyst prediction with 721,799 reactions and 888 catalyst types from USPTO (1) Reactant: [O:1]=[C:2]1[NH:6][C:5]2[CH:7]=[CH:8][C:9]([C:11]([O:13]CC)=[O:12])=[CH:10][C:4]=2[O:3]1.[Li+].[OH-]. Product: [O:1]=[C:2]1[NH:6][C:5]2[CH:7]=[CH:8][C:9]([C:11]([OH:13])=[O:12])=[CH:10][C:4]=2[O:3]1. The catalyst class is: 1. (2) Reactant: [Cl:1][C:2]1[CH:3]=[C:4]([CH:6]=[CH:7][C:8]=1I)[NH2:5].[Cl:10][C:11]1[CH:16]=[CH:15][C:14](B(O)O)=[C:13]([CH3:20])[CH:12]=1.C([O-])([O-])=O.[K+].[K+].O. Product: [Cl:1][C:2]1[CH:3]=[C:4]([NH2:5])[CH:6]=[CH:7][C:8]=1[C:14]1[CH:15]=[CH:16][C:11]([Cl:10])=[CH:12][C:13]=1[CH3:20]. The catalyst class is: 800. (3) Reactant: [CH3:1][N:2]1[C@H:6]2[CH2:7][C:8]([CH2:10][CH2:11][C@@:5]2([C:12]2[CH:17]=[CH:16][C:15]([O:18][CH3:19])=[C:14]([O:20][CH3:21])[CH:13]=2)[CH2:4][CH2:3]1)=O.[CH2:22]([NH2:29])[C:23]1[CH:28]=[CH:27][CH:26]=[CH:25][CH:24]=1.C([BH3-])#N.[Na+].[F:34][C:35]([F:47])([F:46])[C:36]1[CH:37]=[C:38]([N:43]=[C:44]=[O:45])[CH:39]=[CH:40][C:41]=1[Cl:42]. Product: [CH2:22]([N:29]([C@@H:8]1[CH2:7][C@H:6]2[C@:5]([C:12]3[CH:17]=[CH:16][C:15]([O:18][CH3:19])=[C:14]([O:20][CH3:21])[CH:13]=3)([CH2:4][CH2:3][N:2]2[CH3:1])[CH2:11][CH2:10]1)[C:44]([NH:43][C:38]1[CH:39]=[CH:40][C:41]([Cl:42])=[C:36]([C:35]([F:46])([F:34])[F:47])[CH:37]=1)=[O:45])[C:23]1[CH:28]=[CH:27][CH:26]=[CH:25][CH:24]=1. The catalyst class is: 5. (4) Reactant: [CH2:1]([S:8](Cl)(=[O:10])=[O:9])[C:2]1[CH:7]=[CH:6][CH:5]=[CH:4][CH:3]=1.[CH3:12][O:13][C:14](=[O:49])[CH:15]([C:25]1[CH:30]=[CH:29][CH:28]=[C:27]([NH:31][C:32]([NH:41][C:42]([O:44][C:45]([CH3:48])([CH3:47])[CH3:46])=[O:43])=[N:33][C:34]([O:36][C:37]([CH3:40])([CH3:39])[CH3:38])=[O:35])[CH:26]=1)[O:16][P:17]([C@@H:20]([NH2:24])[CH:21]([CH3:23])[CH3:22])([OH:19])=[O:18].C(N(CC)CC)C. Product: [CH3:12][O:13][C:14](=[O:49])[CH:15]([C:25]1[CH:30]=[CH:29][CH:28]=[C:27]([NH:31][C:32]([NH:41][C:42]([O:44][C:45]([CH3:46])([CH3:48])[CH3:47])=[O:43])=[N:33][C:34]([O:36][C:37]([CH3:39])([CH3:40])[CH3:38])=[O:35])[CH:26]=1)[O:16][P:17]([C@@H:20]([NH:24][S:8]([CH2:1][C:2]1[CH:7]=[CH:6][CH:5]=[CH:4][CH:3]=1)(=[O:10])=[O:9])[CH:21]([CH3:23])[CH3:22])([OH:19])=[O:18]. The catalyst class is: 2. (5) Reactant: [F:1][C:2]([F:16])([F:15])[C:3]1[C:10]([C:11]([F:14])([F:13])[F:12])=[CH:9][CH:8]=[CH:7][C:4]=1[C:5]#[N:6].Cl. Product: [F:1][C:2]([F:15])([F:16])[C:3]1[C:10]([C:11]([F:12])([F:13])[F:14])=[CH:9][CH:8]=[CH:7][C:4]=1[CH2:5][NH2:6]. The catalyst class is: 1. (6) Reactant: [NH2:1][C:2]1[CH:10]=[CH:9][C:8]2[C:4](=[CH:5][N:6]([CH:11]3[CH2:16][CH2:15][N:14]([CH2:17][C:18]4[CH:23]=[CH:22][C:21]([C:24]([OH:33])([C:29]([F:32])([F:31])[F:30])[C:25]([F:28])([F:27])[F:26])=[CH:20][CH:19]=4)[CH2:13][CH2:12]3)[N:7]=2)[CH:3]=1.[N:34]1[CH:39]=[CH:38][C:37]([NH:40][C:41](=O)[O:42]C2C=CC=CC=2)=[CH:36][CH:35]=1. Product: [F:30][C:29]([F:32])([F:31])[C:24]([C:21]1[CH:20]=[CH:19][C:18]([CH2:17][N:14]2[CH2:13][CH2:12][CH:11]([N:6]3[CH:5]=[C:4]4[C:8]([CH:9]=[CH:10][C:2]([NH:1][C:41]([NH:40][C:37]5[CH:38]=[CH:39][N:34]=[CH:35][CH:36]=5)=[O:42])=[CH:3]4)=[N:7]3)[CH2:16][CH2:15]2)=[CH:23][CH:22]=1)([OH:33])[C:25]([F:26])([F:27])[F:28]. The catalyst class is: 12.